This data is from Full USPTO retrosynthesis dataset with 1.9M reactions from patents (1976-2016). The task is: Predict the reactants needed to synthesize the given product. (1) Given the product [F:20][C:16]1[CH:15]=[C:14]([CH:19]=[CH:18][CH:17]=1)[CH2:13][O:12][C:9]1[CH:8]=[CH:7][C:6]([CH:5]=[C:4]([CH3:21])[C:3]([OH:22])=[O:2])=[CH:11][CH:10]=1, predict the reactants needed to synthesize it. The reactants are: C[O:2][C:3](=[O:22])[C:4]([CH3:21])=[CH:5][C:6]1[CH:11]=[CH:10][C:9]([O:12][CH2:13][C:14]2[CH:19]=[CH:18][CH:17]=[C:16]([F:20])[CH:15]=2)=[CH:8][CH:7]=1.[OH-].[K+]. (2) Given the product [C:23]([C:25]1[CH:26]=[C:27]([CH:31]=[C:32]([S:34]([F:38])([F:39])([F:35])([F:36])[F:37])[CH:33]=1)[C:28]([NH:6][C:5]1[CH:7]=[CH:8][C:2]([CH3:1])=[C:3]([N:9]2[C:16]3[N:12]([N:13]=[C:14]([C:17]4[CH:18]=[N:19][CH:20]=[CH:21][CH:22]=4)[CH:15]=3)[CH:11]=[CH:10]2)[CH:4]=1)=[O:29])#[N:24], predict the reactants needed to synthesize it. The reactants are: [CH3:1][C:2]1[CH:8]=[CH:7][C:5]([NH2:6])=[CH:4][C:3]=1[N:9]1[C:16]2[N:12]([N:13]=[C:14]([C:17]3[CH:18]=[N:19][CH:20]=[CH:21][CH:22]=3)[CH:15]=2)[CH:11]=[CH:10]1.[C:23]([C:25]1[CH:26]=[C:27]([CH:31]=[C:32]([S:34]([F:39])([F:38])([F:37])([F:36])[F:35])[CH:33]=1)[C:28](O)=[O:29])#[N:24].CN(C(ON1N=NC2C=CC=NC1=2)=[N+](C)C)C.F[P-](F)(F)(F)(F)F.C(N(CC)C(C)C)(C)C.[OH-].[Na+].C(=O)(O)[O-].[Na+].